Dataset: Experimental lipophilicity measurements (octanol/water distribution) for 4,200 compounds from AstraZeneca. Task: Regression/Classification. Given a drug SMILES string, predict its absorption, distribution, metabolism, or excretion properties. Task type varies by dataset: regression for continuous measurements (e.g., permeability, clearance, half-life) or binary classification for categorical outcomes (e.g., BBB penetration, CYP inhibition). For this dataset (lipophilicity_astrazeneca), we predict Y. The drug is O=C(O)c1cc2ccccc2n1Cc1ccccc1. The Y is 0.780 logD.